This data is from Full USPTO retrosynthesis dataset with 1.9M reactions from patents (1976-2016). The task is: Predict the reactants needed to synthesize the given product. (1) Given the product [CH3:39][O:38][C:17]1[C:18]2[N:19]=[C:20]([NH:23][C:24](=[O:25])[C:26]3[CH:31]=[CH:30][N:29]=[C:28]([N:32]4[CH2:33][CH2:34][O:35][CH2:36][CH2:37]4)[CH:27]=3)[S:21][C:22]=2[C:14]([CH:11]2[CH2:12][CH2:13][NH:8][CH2:9][CH2:10]2)=[CH:15][CH:16]=1, predict the reactants needed to synthesize it. The reactants are: C(OC([N:8]1[CH2:13][CH2:12][CH:11]([C:14]2[C:22]3[S:21][C:20]([NH:23][C:24]([C:26]4[CH:31]=[CH:30][N:29]=[C:28]([N:32]5[CH2:37][CH2:36][O:35][CH2:34][CH2:33]5)[CH:27]=4)=[O:25])=[N:19][C:18]=3[C:17]([O:38][CH3:39])=[CH:16][CH:15]=2)[CH2:10][CH2:9]1)=O)(C)(C)C. (2) Given the product [CH3:1][C:2]1[NH:3][C:4]2[C:5](=[O:14])[CH2:6][CH2:7][CH2:8][C:9]=2[C:10]=1[C:11]([NH:25][CH2:24][CH2:23][CH2:22][N:19]1[CH2:18][CH2:17][N:16]([CH3:15])[CH2:21][CH2:20]1)=[O:13], predict the reactants needed to synthesize it. The reactants are: [CH3:1][C:2]1[NH:3][C:4]2[C:5](=[O:14])[CH2:6][CH2:7][CH2:8][C:9]=2[C:10]=1[C:11]([OH:13])=O.[CH3:15][N:16]1[CH2:21][CH2:20][N:19]([CH2:22][CH2:23][CH2:24][NH2:25])[CH2:18][CH2:17]1. (3) Given the product [N:19]1[CH:20]=[CH:21][C:16]([CH2:15][NH:14][C:9]2[CH:10]=[CH:11][CH:12]=[CH:13][C:8]=2[C:7]([NH:6][O:5][CH2:4][C:3]2[CH:23]=[CH:24][CH:25]=[CH:26][C:2]=2[CH:34]=[CH:33][C:27]2[CH:32]=[CH:31][CH:30]=[CH:29][CH:28]=2)=[O:22])=[CH:17][CH:18]=1, predict the reactants needed to synthesize it. The reactants are: I[C:2]1[CH:26]=[CH:25][CH:24]=[CH:23][C:3]=1[CH2:4][O:5][NH:6][C:7](=[O:22])[C:8]1[CH:13]=[CH:12][CH:11]=[CH:10][C:9]=1[NH:14][CH2:15][C:16]1[CH:21]=[CH:20][N:19]=[CH:18][CH:17]=1.[C:27]1(/[CH:33]=[CH:34]/B(O)O)[CH:32]=[CH:31][CH:30]=[CH:29][CH:28]=1. (4) Given the product [C:17]([C:16]([C:11]1[C:2]([OH:1])=[CH:3][C:4]2[C:5]([CH3:15])([CH3:14])[CH2:6][CH2:7][C:8]([CH3:13])([CH3:12])[C:9]=2[CH:10]=1)=[O:21])([CH3:20])([CH3:19])[CH3:18], predict the reactants needed to synthesize it. The reactants are: [OH:1][C:2]1[CH:11]=[CH:10][C:9]2[C:8]([CH3:13])([CH3:12])[CH2:7][CH2:6][C:5]([CH3:15])([CH3:14])[C:4]=2[CH:3]=1.[C:16](Cl)(=[O:21])[C:17]([CH3:20])([CH3:19])[CH3:18]. (5) Given the product [C:24]([NH:1][C:2]1[CH:22]=[CH:21][C:5]([CH2:6][N:7]2[C:11]3=[N:12][C:13]([C:16]([O:18][CH3:19])=[O:17])=[CH:14][CH:15]=[C:10]3[N:9]=[C:8]2[CH3:20])=[C:4]([Cl:23])[CH:3]=1)(=[O:26])[CH3:25], predict the reactants needed to synthesize it. The reactants are: [NH2:1][C:2]1[CH:22]=[CH:21][C:5]([CH2:6][N:7]2[C:11]3=[N:12][C:13]([C:16]([O:18][CH3:19])=[O:17])=[CH:14][CH:15]=[C:10]3[N:9]=[C:8]2[CH3:20])=[C:4]([Cl:23])[CH:3]=1.[C:24](OC(=O)C)(=[O:26])[CH3:25].C(O)(=O)C. (6) Given the product [NH2:14][C:13]1[S:15][C:7]2[CH:6]=[C:5]([CH:8]([CH3:12])[C:9]([OH:11])=[O:10])[CH:4]=[CH:3][C:2]=2[N:1]=1, predict the reactants needed to synthesize it. The reactants are: [NH2:1][C:2]1[CH:7]=[CH:6][C:5]([CH:8]([CH3:12])[C:9]([OH:11])=[O:10])=[CH:4][CH:3]=1.[C:13]([S-:15])#[N:14].[K+].BrBr. (7) Given the product [Cl:2][CH2:3][C:4]1[NH:5][C:9]([C:8]([F:7])([F:18])[F:19])([OH:17])[CH2:10][C:11]([C:12]([F:13])([F:14])[F:15])([OH:16])[N:6]=1, predict the reactants needed to synthesize it. The reactants are: Cl.[Cl:2][CH2:3][C:4](=[NH:6])[NH2:5].[F:7][C:8]([F:19])([F:18])[C:9](=[O:17])[CH2:10][C:11](=[O:16])[C:12]([F:15])([F:14])[F:13]. (8) Given the product [OH:33][C:32]1[C:31]([CH3:34])=[CH:30][C:27]([CH2:28][NH:1][C:2]2[NH:6][N:5]=[C:4]([NH:7][C:8]3[CH:13]=[CH:12][C:11]([N:14]4[CH2:19][CH2:18][CH2:17][CH2:16][CH2:15]4)=[C:10]([CH3:20])[CH:9]=3)[C:3]=2[C:21]([NH2:23])=[O:22])=[CH:26][C:25]=1[CH3:24], predict the reactants needed to synthesize it. The reactants are: [NH2:1][C:2]1[NH:6][N:5]=[C:4]([NH:7][C:8]2[CH:13]=[CH:12][C:11]([N:14]3[CH2:19][CH2:18][CH2:17][CH2:16][CH2:15]3)=[C:10]([CH3:20])[CH:9]=2)[C:3]=1[C:21]([NH2:23])=[O:22].[CH3:24][C:25]1[CH:26]=[C:27]([CH:30]=[C:31]([CH3:34])[C:32]=1[OH:33])[CH:28]=O.[BH4-].[Na+].O. (9) Given the product [ClH:16].[NH2:6][CH2:5][C:9](=[O:8])[CH2:10][C:11]1[S:12][CH:13]=[CH:14][CH:15]=1, predict the reactants needed to synthesize it. The reactants are: COC([C:5]1[N:6]=C[O:8][C:9]=1[CH2:10][C:11]1[S:12][CH:13]=[CH:14][CH:15]=1)=O.[ClH:16]. (10) Given the product [Cl:14][C:15]1[N:20]=[C:19]([NH:6][C:5]2[CH:7]=[C:8]([N+:11]([O-:13])=[O:12])[CH:9]=[CH:10][C:4]=2[F:3])[C:18]([Cl:22])=[CH:17][N:16]=1, predict the reactants needed to synthesize it. The reactants are: [H-].[Na+].[F:3][C:4]1[CH:10]=[CH:9][C:8]([N+:11]([O-:13])=[O:12])=[CH:7][C:5]=1[NH2:6].[Cl:14][C:15]1[N:20]=[C:19](Cl)[C:18]([Cl:22])=[CH:17][N:16]=1.